Dataset: Forward reaction prediction with 1.9M reactions from USPTO patents (1976-2016). Task: Predict the product of the given reaction. (1) Given the reactants C(C1C=C(NC(=O)[CH2:16][CH2:17][CH2:18][C:19]2[CH:24]=[CH:23][C:22]([B:25]([OH:27])[OH:26])=[CH:21][CH:20]=2)C=CC=1S(CC)(=O)=O)#N.BrC1C=CC(CC[CH2:38][N:39](C)[C:40]([NH:42][C:43]2[CH:48]=[CH:47][CH:46]=[C:45]([C:49]#[N:50])[CH:44]=2)=[O:41])=CC=1, predict the reaction product. The product is: [C:49]([C:45]1[CH:44]=[C:43]([NH:42][C:40](=[O:41])[N:39]([CH2:16][CH2:17][CH2:18][C:19]2[CH:20]=[CH:21][C:22]([B:25]([OH:26])[OH:27])=[CH:23][CH:24]=2)[CH3:38])[CH:48]=[CH:47][CH:46]=1)#[N:50]. (2) Given the reactants Cl.[O:2]1[CH2:7][CH2:6][N:5]([CH2:8][CH2:9][N:10]([C:15]2[CH:16]=[C:17]3[C:21](=[CH:22][CH:23]=2)[N:20]([CH2:24][C:25]([OH:27])=[O:26])[C:19](=[O:28])[CH2:18]3)[S:11]([CH3:14])(=[O:13])=[O:12])[CH2:4][CH2:3]1.[Cl:29][C:30]1[CH:31]=[N+:32]([O-:55])[CH:33]=[C:34]([Cl:54])[C:35]=1[CH2:36][C@@H:37]([C:39]1[CH:44]=[CH:43][C:42]([O:45][CH:46]([F:48])[F:47])=[C:41]([O:49][CH2:50][CH:51]2[CH2:53][CH2:52]2)[CH:40]=1)O.C(Cl)CCl, predict the reaction product. The product is: [Cl:29][C:30]1[CH:31]=[N+:32]([O-:55])[CH:33]=[C:34]([Cl:54])[C:35]=1[CH2:36][C@@H:37]([C:39]1[CH:44]=[CH:43][C:42]([O:45][CH:46]([F:48])[F:47])=[C:41]([O:49][CH2:50][CH:51]2[CH2:53][CH2:52]2)[CH:40]=1)[O:26][C:25](=[O:27])[CH2:24][N:20]1[C:21]2[C:17](=[CH:16][C:15]([N:10]([CH2:9][CH2:8][N:5]3[CH2:6][CH2:7][O:2][CH2:3][CH2:4]3)[S:11]([CH3:14])(=[O:13])=[O:12])=[CH:23][CH:22]=2)[CH2:18][C:19]1=[O:28]. (3) The product is: [CH3:1][C:2]([O:5][C:6]([N:8]([CH3:22])[C:9](=[O:37])[C@H:10]([CH2:11][C:12]1[CH:39]=[CH:38][C:42]([O:41][CH3:40])=[CH:14][CH:13]=1)[NH2:36])=[O:7])([CH3:4])[CH3:3]. Given the reactants [CH3:1][C:2]([O:5][C:6]([N:8]([CH3:22])[C@H:9](C(O)=O)[CH2:10][C:11]1C=C[C:14](OC)=[CH:13][CH:12]=1)=[O:7])([CH3:4])[CH3:3].ClC(OCC)=O.CCN(CC)CC.[NH4+:36].[OH-:37].[CH2:38]1[CH2:42][O:41][CH2:40][CH2:39]1, predict the reaction product.